From a dataset of Retrosynthesis with 50K atom-mapped reactions and 10 reaction types from USPTO. Predict the reactants needed to synthesize the given product. (1) The reactants are: O=C(O)CCCOCc1ccccc1.O=C1N[C@@H](Cc2ccccc2)CO1. Given the product O=C(CCCOCc1ccccc1)N1C(=O)OC[C@@H]1Cc1ccccc1, predict the reactants needed to synthesize it. (2) Given the product CN(c1cccc2cc(C3=NCC4(CCN(S(C)(=O)=O)CC4)S3)[nH]c12)S(=O)(=O)c1cccs1, predict the reactants needed to synthesize it. The reactants are: CN(c1cccc2cc(C3=NCC4(CCNCC4)S3)[nH]c12)S(=O)(=O)c1cccs1.CS(=O)(=O)Cl. (3) Given the product COc1ccc2c(CBr)c(Br)ccc2c1C(F)(F)F, predict the reactants needed to synthesize it. The reactants are: COc1ccc2c(C)c(Br)ccc2c1C(F)(F)F.O=C1CCC(=O)N1Br. (4) Given the product CN(C(=O)c1ccc(Cl)cc1)[C@@H]1CCN(C(=O)[C@H]2C[C@@H](O)CN2C(=O)OC(C)(C)C)C[C@H]1c1ccc(Cl)c(Cl)c1, predict the reactants needed to synthesize it. The reactants are: CC(C)(C)OC(=O)N1C[C@H](O)C[C@@H]1C(=O)O.CN(C(=O)c1ccc(Cl)cc1)[C@@H]1CCNC[C@H]1c1ccc(Cl)c(Cl)c1. (5) Given the product O=C1CCCc2c1[nH]c1c(NS(=O)(=O)c3cccs3)cccc21, predict the reactants needed to synthesize it. The reactants are: Nc1cccc2c3c([nH]c12)C(=O)CCC3.O=S(=O)(Cl)c1cccs1. (6) Given the product CCCN1CCC(c2cc(OC)c(Nc3nccc(-c4c(-c5cccc(C(=O)Nc6c(F)cccc6F)c5)nc5ccccn45)n3)cc2C)CC1, predict the reactants needed to synthesize it. The reactants are: CCCN1CCC(c2cc(OC)c(N)cc2C)CC1.O=C(Nc1c(F)cccc1F)c1cccc(-c2nc3ccccn3c2-c2ccnc(Cl)n2)c1.